Dataset: Forward reaction prediction with 1.9M reactions from USPTO patents (1976-2016). Task: Predict the product of the given reaction. (1) Given the reactants [CH3:1][C:2]1[CH:3]=[N:4][C:5]2[C:10]([C:11]=1[C:12]1[CH:13]=[C:14]([OH:18])[CH:15]=[CH:16][CH:17]=1)=[CH:9][CH:8]=[CH:7][C:6]=2[C:19]([F:22])([F:21])[F:20].[CH3:23][N:24]([CH3:37])[S:25]([C:28]1[CH:29]=[C:30]([CH:34]=[CH:35][CH:36]=1)[C:31](O)=[O:32])(=[O:27])=[O:26], predict the reaction product. The product is: [CH3:23][N:24]([CH3:37])[S:25]([C:28]1[CH:29]=[C:30]([CH:34]=[CH:35][CH:36]=1)[C:31]([O:18][C:14]1[CH:15]=[CH:16][CH:17]=[C:12]([C:11]2[C:10]3[C:5](=[C:6]([C:19]([F:22])([F:20])[F:21])[CH:7]=[CH:8][CH:9]=3)[N:4]=[CH:3][C:2]=2[CH3:1])[CH:13]=1)=[O:32])(=[O:26])=[O:27]. (2) Given the reactants [N:1]1([CH2:10][C:11]2[CH:19]=[CH:18][C:14]([C:15]([OH:17])=O)=[CH:13][CH:12]=2)[C:5]2[CH:6]=[CH:7][CH:8]=[CH:9][C:4]=2[N:3]=[CH:2]1.[N:20]1[CH:25]=[CH:24][CH:23]=[CH:22][C:21]=1[NH2:26], predict the reaction product. The product is: [N:1]1([CH2:10][C:11]2[CH:12]=[CH:13][C:14]([C:15]([NH:26][C:21]3[CH:22]=[CH:23][CH:24]=[CH:25][N:20]=3)=[O:17])=[CH:18][CH:19]=2)[C:5]2[CH:6]=[CH:7][CH:8]=[CH:9][C:4]=2[N:3]=[CH:2]1.